This data is from Catalyst prediction with 721,799 reactions and 888 catalyst types from USPTO. The task is: Predict which catalyst facilitates the given reaction. (1) Reactant: Cl[C:2]1[C:11]2[C:6](=[CH:7][C:8]([CH3:12])=[CH:9][CH:10]=2)[N:5]=[C:4]([C:13]2[CH:18]=[CH:17][CH:16]=[CH:15][C:14]=2[OH:19])[N:3]=1.[NH:20]1[CH2:23][CH:22]([C:24]([OH:26])=[O:25])[CH2:21]1.C(N(CC)CC)C.Cl. Product: [OH:19][C:14]1[CH:15]=[CH:16][CH:17]=[CH:18][C:13]=1[C:4]1[N:3]=[C:2]([N:20]2[CH2:23][CH:22]([C:24]([OH:26])=[O:25])[CH2:21]2)[C:11]2[C:6](=[CH:7][C:8]([CH3:12])=[CH:9][CH:10]=2)[N:5]=1. The catalyst class is: 18. (2) Reactant: [CH3:1]C(C)=O.[OH:5][C:6]1[CH:11]=[CH:10][C:9]([N:12]2[C:16]3[C:17](=[O:34])[N:18]([C:21]4[CH:26]=[CH:25][C:24]([N:27]5[CH2:32][CH2:31][CH2:30][CH2:29][C:28]5=[O:33])=[CH:23][CH:22]=4)[CH2:19][CH2:20][C:15]=3[C:14]([C:35]([NH2:37])=[O:36])=[N:13]2)=[CH:8][CH:7]=1.C(=O)([O-])[O-].[K+].[K+].S(OC)(OC)(=O)=O. Product: [CH3:1][O:5][C:6]1[CH:11]=[CH:10][C:9]([N:12]2[N:13]=[C:14]([C:35]([NH2:37])=[O:36])[C:15]3[CH2:20][CH2:19][N:18]([C:21]4[CH:22]=[CH:23][C:24]([N:27]5[C:28](=[O:33])[CH2:29][CH2:30][CH2:31][CH2:32]5)=[CH:25][CH:26]=4)[C:17](=[O:34])[C:16]2=3)=[CH:8][CH:7]=1. The catalyst class is: 6. (3) Reactant: [NH2:1][C:2]1[N:7]=[C:6]([C:8]2[S:12][C:11]3[CH:13]=[CH:14][C:15]([NH:17][C:18]4[CH:23]=[CH:22][CH:21]=[C:20]([NH2:24])[CH:19]=4)=[CH:16][C:10]=3[C:9]=2[CH3:25])[CH:5]=[CH:4][N:3]=1.[O:26]1[CH2:31][CH2:30][N:29]([CH2:32][CH2:33][O:34][C:35]2[CH:43]=[CH:42][C:38]([C:39](O)=[O:40])=[CH:37][CH:36]=2)[CH2:28][CH2:27]1.C(N(CC)CC)C.CN(C(ON1N=NC2C=CC=NC1=2)=[N+](C)C)C.F[P-](F)(F)(F)(F)F. Product: [NH2:1][C:2]1[N:7]=[C:6]([C:8]2[S:12][C:11]3[CH:13]=[CH:14][C:15]([NH:17][C:18]4[CH:19]=[C:20]([NH:24][C:39](=[O:40])[C:38]5[CH:37]=[CH:36][C:35]([O:34][CH2:33][CH2:32][N:29]6[CH2:28][CH2:27][O:26][CH2:31][CH2:30]6)=[CH:43][CH:42]=5)[CH:21]=[CH:22][CH:23]=4)=[CH:16][C:10]=3[C:9]=2[CH3:25])[CH:5]=[CH:4][N:3]=1. The catalyst class is: 136. (4) Reactant: [Br:1][C:2]1[CH:10]=[C:9]2[C:5]([C:6]3([CH:16]([C:17]([CH3:19])=[CH2:18])[CH2:15][C:14](=O)[CH2:13][CH:12]3[C:21]3[CH:26]=[CH:25][CH:24]=[C:23]([Cl:27])[CH:22]=3)[C:7](=[O:11])[NH:8]2)=[CH:4][CH:3]=1.[OH-:28].[NH4+:29].Cl. Product: [Br:1][C:2]1[CH:10]=[C:9]2[C:5]([C@@:6]3([C@H:16]([C:17]([CH3:19])=[CH2:18])[CH2:15]/[C:14](=[N:29]/[OH:28])/[CH2:13][C@H:12]3[C:21]3[CH:26]=[CH:25][CH:24]=[C:23]([Cl:27])[CH:22]=3)[C:7](=[O:11])[NH:8]2)=[CH:4][CH:3]=1. The catalyst class is: 88. (5) Reactant: [C:1]([CH2:3][C:4]([C:6]1[CH:11]=[CH:10][C:9]([N+:12]([O-:14])=[O:13])=[CH:8][CH:7]=1)=O)#[N:2].[C:15]1(C)[CH:20]=[CH:19][CH:18]=[CH:17][C:16]=1[NH:21][NH2:22].[CH2:24](N(CC)CC)C.CCOC(C)=O. Product: [C:19]1([CH3:24])[CH:20]=[CH:15][C:16]([N:21]2[C:1]([NH2:2])=[CH:3][C:4]([C:6]3[CH:11]=[CH:10][C:9]([N+:12]([O-:14])=[O:13])=[CH:8][CH:7]=3)=[N:22]2)=[CH:17][CH:18]=1. The catalyst class is: 8. (6) Reactant: [CH3:1][C:2]1([CH2:6][O:7][C:8]2[CH:9]=[C:10]([C:18](OC)=[O:19])[CH:11]=[C:12]([CH:17]=2)[C:13](OC)=[O:14])[CH2:5][O:4][CH2:3]1.[H-].[Al+3].[Li+].[H-].[H-].[H-]. Product: [CH3:1][C:2]1([CH2:6][O:7][C:8]2[CH:17]=[C:12]([CH2:13][OH:14])[CH:11]=[C:10]([CH2:18][OH:19])[CH:9]=2)[CH2:5][O:4][CH2:3]1. The catalyst class is: 7.